This data is from Full USPTO retrosynthesis dataset with 1.9M reactions from patents (1976-2016). The task is: Predict the reactants needed to synthesize the given product. (1) Given the product [ClH:26].[NH2:7][CH:8]([C:9]1[CH:14]=[CH:13][CH:12]=[CH:11][CH:10]=1)[C:15]([NH:16][CH2:17][C:18]1[CH:23]=[CH:22][CH:21]=[CH:20][CH:19]=1)=[O:24], predict the reactants needed to synthesize it. The reactants are: C(OC(=O)[NH:7][CH:8]([C:15](=[O:24])[NH:16][CH2:17][C:18]1[CH:23]=[CH:22][CH:21]=[CH:20][CH:19]=1)[C:9]1[CH:14]=[CH:13][CH:12]=[CH:11][CH:10]=1)(C)(C)C.[ClH:26].O1CCOCC1. (2) Given the product [CH3:15][C:14]1([CH2:13][CH2:12][CH:11]=[C:9]([CH3:10])[CH3:8])[CH2:16][CH:5]1[CH2:4][OH:6], predict the reactants needed to synthesize it. The reactants are: BrCBr.[C:4](Cl)(=[O:6])[CH3:5].[CH3:8][C:9](=[CH:11][CH2:12][CH2:13]/[C:14](=[CH:16]/CO)/[CH3:15])[CH3:10].OC/[CH:16]=[C:14](/[CH3:15])\[CH2:13][CH2:12][CH:11]=[C:9]([CH3:10])[CH3:8].BrC(Br)C.[Cl-].[NH4+]. (3) The reactants are: Br[C:2]1[C:7]([O:8][CH3:9])=[CH:6][C:5]2[O:10][CH2:11][C:12]3[C:16]([C:17]([OH:19])=[O:18])=[N:15][N:14]([C:20]4[CH:24]=[CH:23][S:22][CH:21]=4)[C:13]=3[C:4]=2[CH:3]=1.[CH3:25][CH:26]([CH3:29])[CH2:27][SH:28].C1(P(C2C=CC=CC=2)C2C3OC4C(=CC=CC=4P(C4C=CC=CC=4)C4C=CC=CC=4)C(C)(C)C=3C=CC=2)C=CC=CC=1.C(=O)([O-])[O-].[K+].[K+]. Given the product [CH2:27]([S:28][C:2]1[C:7]([O:8][CH3:9])=[CH:6][C:5]2[O:10][CH2:11][C:12]3[C:16]([C:17]([OH:19])=[O:18])=[N:15][N:14]([C:20]4[CH:24]=[CH:23][S:22][CH:21]=4)[C:13]=3[C:4]=2[CH:3]=1)[CH:26]([CH3:29])[CH3:25], predict the reactants needed to synthesize it. (4) Given the product [CH3:11][S:12]([C:14]([S:15][CH3:16])=[CH:4][C:3]1[C:2]([CH3:1])=[CH:9][CH:8]=[CH:7][C:6]=1[CH3:10])=[O:13], predict the reactants needed to synthesize it. The reactants are: [CH3:1][C:2]1[CH:9]=[CH:8][CH:7]=[C:6]([CH3:10])[C:3]=1[CH:4]=O.[CH3:11][S:12]([CH2:14][S:15][CH3:16])=[O:13].[OH-].C([N+](C)(C)C)C1C=CC=CC=1. (5) Given the product [C:18]([O:17][C:15]([N:22]1[CH2:27][CH2:26][CH:25]([CH2:28][NH:29][C:6]2[C:5]([C:9]([O:11][CH2:12][CH3:13])=[O:10])=[CH:4][N:3]=[C:2]([Cl:1])[N:7]=2)[CH2:24][CH2:23]1)=[O:16])([CH3:21])([CH3:20])[CH3:19], predict the reactants needed to synthesize it. The reactants are: [Cl:1][C:2]1[N:7]=[C:6](Cl)[C:5]([C:9]([O:11][CH2:12][CH3:13])=[O:10])=[CH:4][N:3]=1.Cl.[C:15]([N:22]1[CH2:27][CH2:26][CH:25]([CH2:28][NH2:29])[CH2:24][CH2:23]1)([O:17][C:18]([CH3:21])([CH3:20])[CH3:19])=[O:16].C(N(CC)CC)C.O. (6) Given the product [ClH:42].[NH:7]1[CH:11]=[N:10][C:9]([C:12]2[CH:17]=[CH:16][C:15]([C:18]3[CH:23]=[CH:22][CH:21]=[C:20]([CH2:24][NH:25][CH:26]4[CH2:27][C:28]5[C:33](=[CH:32][CH:31]=[CH:30][CH:29]=5)[CH2:34]4)[CH:19]=3)=[CH:14][CH:13]=2)=[N:8]1, predict the reactants needed to synthesize it. The reactants are: CC(C)(C)C(OC[N:7]1[CH:11]=[N:10][C:9]([C:12]2[CH:17]=[CH:16][C:15]([C:18]3[CH:23]=[CH:22][CH:21]=[C:20]([CH2:24][NH:25][CH:26]4[CH2:34][C:33]5[C:28](=[CH:29][CH:30]=[CH:31][CH:32]=5)[CH2:27]4)[CH:19]=3)=[CH:14][CH:13]=2)=[N:8]1)=O.C[O-].[Na+].CO.[ClH:42].C([O-])([O-])=O.[Na+].[Na+].